Dataset: Forward reaction prediction with 1.9M reactions from USPTO patents (1976-2016). Task: Predict the product of the given reaction. (1) The product is: [Cl:20][C:17]1[N:16]=[N:15][C:14]([N:11]2[CH2:12][CH2:13][CH:8]([NH2:7])[CH2:9][CH2:10]2)=[CH:19][CH:18]=1. Given the reactants C(OC(=O)[NH:7][CH:8]1[CH2:13][CH2:12][N:11]([C:14]2[N:15]=[N:16][C:17]([Cl:20])=[CH:18][CH:19]=2)[CH2:10][CH2:9]1)(C)(C)C.Cl.O1CCOCC1, predict the reaction product. (2) Given the reactants [O:1]=[C:2]([C:26]1[C:35]2[C:30](=[CH:31][CH:32]=[C:33]([O:36][CH3:37])[CH:34]=2)[N:29]=[CH:28][C:27]=1[F:38])[CH2:3][CH2:4][C@@H:5]1[CH2:10][CH2:9][N:8]([CH2:11][CH2:12][S:13][C:14]2[CH:19]=[C:18]([F:20])[CH:17]=[CH:16][C:15]=2[F:21])[CH2:7][C@@H:6]1[C:22]([O:24]C)=[O:23].[OH-].[Na+], predict the reaction product. The product is: [O:1]=[C:2]([C:26]1[C:35]2[C:30](=[CH:31][CH:32]=[C:33]([O:36][CH3:37])[CH:34]=2)[N:29]=[CH:28][C:27]=1[F:38])[CH2:3][CH2:4][C@@H:5]1[CH2:10][CH2:9][N:8]([CH2:11][CH2:12][S:13][C:14]2[CH:19]=[C:18]([F:20])[CH:17]=[CH:16][C:15]=2[F:21])[CH2:7][C@@H:6]1[C:22]([OH:24])=[O:23]. (3) Given the reactants [OH:1][C@@H:2]([CH3:12])[CH2:3][C:4]1[CH:9]=[C:8]([CH3:10])[CH:7]=[CH:6][C:5]=1[OH:11].C(OC1C=CC(C)=CC=1C[C@H](O)C)C1C=CC=CC=1, predict the reaction product. The product is: [OH:1][C@H:2]([CH3:12])[CH2:3][C:4]1[CH:9]=[C:8]([CH3:10])[CH:7]=[CH:6][C:5]=1[OH:11]. (4) Given the reactants [OH:1][CH2:2][CH:3]([O:6][N:7]1C(=O)C2[C:9](=CC=CC=2)[C:8]1=O)[CH2:4][OH:5].O.NN.[N:21]1[C:30]2[C:25](=[CH:26][C:27]([CH2:31][C:32]3[N:36]4[N:37]=[C:38](C(=O)C)[CH:39]=[CH:40][C:35]4=[N:34][N:33]=3)=[CH:28][CH:29]=2)[CH:24]=[CH:23][CH:22]=1, predict the reaction product. The product is: [OH:1][CH2:2][CH:3]([O:6]/[N:7]=[C:8](/[C:35]1[CH:40]=[CH:39][C:38]2[N:33]([C:32]([CH2:31][C:27]3[CH:26]=[C:25]4[C:30](=[CH:29][CH:28]=3)[N:21]=[CH:22][CH:23]=[CH:24]4)=[N:36][N:37]=2)[N:34]=1)\[CH3:9])[CH2:4][OH:5]. (5) Given the reactants [CH3:1][O:2][C:3](=[O:52])[C:4]1[CH:9]=[CH:8][C:7]([NH:10][C:11]([C@H:13]2[C@H:17]([C:18]3[CH:23]=[CH:22][CH:21]=[C:20]([Cl:24])[C:19]=3[F:25])[C@:16]([C:28]3[CH:33]=[CH:32][C:31]([Cl:34])=[CH:30][C:29]=3[F:35])([C:26]#[N:27])[C@H:15]([CH2:36][C:37]([CH3:40])([CH3:39])[CH3:38])[N:14]2[CH2:41][CH:42]2[CH2:44][CH:43]2[C:45]([O:47][CH2:48]C)=[O:46])=[O:12])=[C:6]([O:50][CH3:51])[CH:5]=1.[Li+].[OH-], predict the reaction product. The product is: [CH3:1][O:2][C:3](=[O:52])[C:4]1[CH:9]=[CH:8][C:7]([NH:10][C:11]([C@H:13]2[C@H:17]([C:18]3[CH:23]=[CH:22][CH:21]=[C:20]([Cl:24])[C:19]=3[F:25])[C@:16]([C:28]3[CH:33]=[CH:32][C:31]([Cl:34])=[CH:30][C:29]=3[F:35])([C:26]#[N:27])[C@H:15]([CH2:36][C:37]([CH3:40])([CH3:39])[CH3:38])[N:14]2[CH2:41][C@H:42]2[CH2:44][C@@H:43]2[C:45]([O:47][CH3:48])=[O:46])=[O:12])=[C:6]([O:50][CH3:51])[CH:5]=1. (6) Given the reactants [NH2:1][CH2:2][CH2:3][O:4][CH2:5][CH2:6][N:7]1[C:19]2[C:18]3[CH:17]=[CH:16][CH:15]=[CH:14][C:13]=3[N:12]=[C:11]([NH2:20])[C:10]=2[N:9]=[C:8]1[CH2:21][O:22][CH2:23][CH3:24].C(N(CC)CC)C.[CH3:32][S:33](Cl)(=[O:35])=[O:34].C(Cl)(Cl)Cl, predict the reaction product. The product is: [NH2:20][C:11]1[C:10]2[N:9]=[C:8]([CH2:21][O:22][CH2:23][CH3:24])[N:7]([CH2:6][CH2:5][O:4][CH2:3][CH2:2][NH:1][S:33]([CH3:32])(=[O:35])=[O:34])[C:19]=2[C:18]2[CH:17]=[CH:16][CH:15]=[CH:14][C:13]=2[N:12]=1. (7) Given the reactants [CH3:1][S:2]([C:5]1[CH:6]=[C:7]([C:11]2[N:19]3[C:14]([CH:15]=[N:16][C:17](O)=[N:18]3)=[CH:13][CH:12]=2)[CH:8]=[CH:9][CH:10]=1)(=[O:4])=[O:3].[NH2:21][C:22]1[CH:23]=[C:24]([CH:28]2[N:33]([CH3:34])[CH2:32][CH2:31][N:30]([CH3:35])[C:29]2=[O:36])[CH:25]=[CH:26][CH:27]=1, predict the reaction product. The product is: [CH3:1][S:2]([C:5]1[CH:6]=[C:7]([C:11]2[N:19]3[C:14]([CH:15]=[N:16][C:17]([NH:21][C:22]4[CH:23]=[C:24]([CH:28]5[N:33]([CH3:34])[CH2:32][CH2:31][N:30]([CH3:35])[C:29]5=[O:36])[CH:25]=[CH:26][CH:27]=4)=[N:18]3)=[CH:13][CH:12]=2)[CH:8]=[CH:9][CH:10]=1)(=[O:4])=[O:3]. (8) Given the reactants Br[C:2]1[CH:16]=[CH:15][C:5]([O:6][CH2:7][CH2:8][N:9]2[CH2:14][CH2:13][O:12][CH2:11][CH2:10]2)=[CH:4][CH:3]=1.B(O)(O)[C:18]1[CH:23]=[CH:22][C:21]([F:24])=[N:20][CH:19]=1, predict the reaction product. The product is: [F:24][C:21]1[N:20]=[CH:19][C:18]([C:2]2[CH:16]=[CH:15][C:5]([O:6][CH2:7][CH2:8][N:9]3[CH2:14][CH2:13][O:12][CH2:11][CH2:10]3)=[CH:4][CH:3]=2)=[CH:23][CH:22]=1. (9) Given the reactants [F:1][C:2]1[CH:3]=[CH:4][C:5]([N+:9]([O-])=O)=[C:6]([OH:8])[CH:7]=1, predict the reaction product. The product is: [NH2:9][C:5]1[CH:4]=[CH:3][C:2]([F:1])=[CH:7][C:6]=1[OH:8]. (10) Given the reactants Cl[CH2:2][C:3]1[N:4]=[C:5]([N:9]2[CH2:14][CH2:13][CH2:12][CH2:11][CH2:10]2)[S:6][C:7]=1[CH3:8].C(=O)([O-])[O-].[K+].[K+].[O:21]=[CH:22][C:23]1[CH:31]=[CH:30][C:28]([OH:29])=[C:25]([O:26][CH3:27])[CH:24]=1.CN(C)C=O, predict the reaction product. The product is: [CH3:27][O:26][C:25]1[CH:24]=[C:23]([CH:31]=[CH:30][C:28]=1[O:29][CH2:2][C:3]1[N:4]=[C:5]([N:9]2[CH2:14][CH2:13][CH2:12][CH2:11][CH2:10]2)[S:6][C:7]=1[CH3:8])[CH:22]=[O:21].